This data is from Catalyst prediction with 721,799 reactions and 888 catalyst types from USPTO. The task is: Predict which catalyst facilitates the given reaction. (1) Reactant: [N:1]1[CH:6]=[CH:5][CH:4]=[C:3]([CH:7]2[CH2:11][CH2:10][N:9]([C:12]([N:14]3[C:23]4[C:18](=[CH:19][CH:20]=[CH:21][CH:22]=4)[NH:17][CH2:16][CH2:15]3)=[O:13])[CH2:8]2)[CH:2]=1.[C:24](OC(=O)C)(=[O:26])[CH3:25].N. Product: [C:24]([N:17]1[C:18]2[C:23](=[CH:22][CH:21]=[CH:20][CH:19]=2)[N:14]([C:12]([N:9]2[CH2:10][CH2:11][CH:7]([C:3]3[CH:2]=[N:1][CH:6]=[CH:5][CH:4]=3)[CH2:8]2)=[O:13])[CH2:15][CH2:16]1)(=[O:26])[CH3:25]. The catalyst class is: 6. (2) Reactant: Br[C:2]1[CH:3]=[C:4]([NH:28][C:29](=[O:35])[CH:30]([CH2:33][CH3:34])[CH2:31][CH3:32])[CH:5]=[CH:6][C:7]=1[N:8]1[CH2:13][CH2:12][N:11]([CH:14]([C:21](=[O:27])[N:22]([CH2:25][CH3:26])[CH2:23][CH3:24])[C:15]2[CH:20]=[CH:19][CH:18]=[CH:17][CH:16]=2)[CH2:10][CH2:9]1.C1(P(C2C=CC=CC=2)C2C=CC=CC=2)C=CC=CC=1.C(NCC)C.[CH3:60][Si:61]([C:64]#[CH:65])([CH3:63])[CH3:62]. Product: [CH2:23]([N:22]([CH2:25][CH3:26])[C:21]([CH:14]([C:15]1[CH:20]=[CH:19][CH:18]=[CH:17][CH:16]=1)[N:11]1[CH2:12][CH2:13][N:8]([C:7]2[CH:6]=[CH:5][C:4]([NH:28][C:29](=[O:35])[CH:30]([CH2:33][CH3:34])[CH2:31][CH3:32])=[CH:3][C:2]=2[C:65]#[C:64][Si:61]([CH3:63])([CH3:62])[CH3:60])[CH2:9][CH2:10]1)=[O:27])[CH3:24]. The catalyst class is: 654. (3) Reactant: [F:1][C:2]1[CH:7]=[C:6]([N+:8]([O-])=O)[CH:5]=[CH:4][C:3]=1[N:11]1[CH2:16][CH2:15][Si:14]([CH3:18])([CH3:17])[CH2:13][CH2:12]1.C([O-])(O)=O.[Na+].[C:24](Cl)([O:26][CH2:27][C:28]1[CH:33]=[CH:32][CH:31]=[CH:30][CH:29]=1)=[O:25]. Product: [CH3:17][Si:14]1([CH3:18])[CH2:15][CH2:16][N:11]([C:3]2[CH:4]=[CH:5][C:6]([NH:8][C:24](=[O:25])[O:26][CH2:27][C:28]3[CH:33]=[CH:32][CH:31]=[CH:30][CH:29]=3)=[CH:7][C:2]=2[F:1])[CH2:12][CH2:13]1. The catalyst class is: 7. (4) Product: [Br:17][C:18]1[CH:19]=[CH:20][C:21]([CH3:27])=[C:22]([S:24]([C:13]2[S:12][C:11]([C:10]3[CH:9]=[N:8][N:5]4[CH:6]=[CH:7][C:2]([Br:1])=[CH:3][C:4]=34)=[N:15][N:14]=2)(=[O:26])=[O:25])[CH:23]=1. The catalyst class is: 549. Reactant: [Br:1][C:2]1[CH:7]=[CH:6][N:5]2[N:8]=[CH:9][C:10]([C:11]3[S:12][C:13](Cl)=[N:14][N:15]=3)=[C:4]2[CH:3]=1.[Br:17][C:18]1[CH:19]=[CH:20][C:21]([CH3:27])=[C:22]([S:24]([O-:26])=[O:25])[CH:23]=1.[Na+]. (5) Reactant: [F:1][C:2]1[CH:7]=[CH:6][C:5]([N+:8]([O-:10])=[O:9])=[CH:4][C:3]=1[N:11]1[C:15](=[O:16])[NH:14][N:13]=[N:12]1.[CH3:17]N(C=O)C.C([O-])([O-])=O.[K+].[K+].CI. Product: [F:1][C:2]1[CH:7]=[CH:6][C:5]([N+:8]([O-:10])=[O:9])=[CH:4][C:3]=1[N:11]1[C:15](=[O:16])[N:14]([CH3:17])[N:13]=[N:12]1. The catalyst class is: 69. (6) Reactant: [NH2:1][C:2]1[CH:7]=[CH:6][C:5]([C:8]2[C:9]([NH2:24])=[N:10][C:11]([NH2:23])=[N:12][C:13]=2[CH2:14][O:15][CH2:16][CH:17]2[CH2:22][CH2:21][CH2:20][CH2:19][O:18]2)=[CH:4][CH:3]=1.[Cl:25][C:26]1[CH:33]=[CH:32][C:29]([CH:30]=O)=[CH:28][CH:27]=1.C(O)(=O)C.[BH3-]C#N.[Na+].C([O-])(O)=O.[Na+]. Product: [Cl:25][C:26]1[CH:33]=[CH:32][C:29]([CH2:30][NH:1][C:2]2[CH:7]=[CH:6][C:5]([C:8]3[C:9]([NH2:24])=[N:10][C:11]([NH2:23])=[N:12][C:13]=3[CH2:14][O:15][CH2:16][CH:17]3[CH2:22][CH2:21][CH2:20][CH2:19][O:18]3)=[CH:4][CH:3]=2)=[CH:28][CH:27]=1. The catalyst class is: 5.